Dataset: Forward reaction prediction with 1.9M reactions from USPTO patents (1976-2016). Task: Predict the product of the given reaction. Given the reactants [NH2:1][C:2]1[CH:3]=[C:4]([CH:21]=[CH:22][C:23]=1[CH3:24])[O:5][C:6]1[CH:7]=[CH:8][C:9]2[N:10]([CH:12]=[C:13]([NH:15][C:16]([CH:18]3[CH2:20][CH2:19]3)=[O:17])[N:14]=2)[N:11]=1.[C:25]1([C:30](O)=[O:31])[CH2:29][CH2:28][CH2:27][CH:26]=1.ON1C2C=CC=CC=2N=N1.C(N(CC)C(C)C)(C)C, predict the reaction product. The product is: [CH:18]1([C:16]([NH:15][C:13]2[N:14]=[C:9]3[CH:8]=[CH:7][C:6]([O:5][C:4]4[CH:21]=[CH:22][C:23]([CH3:24])=[C:2]([NH:1][C:30]([C:25]5[CH2:29][CH2:28][CH2:27][CH:26]=5)=[O:31])[CH:3]=4)=[N:11][N:10]3[CH:12]=2)=[O:17])[CH2:20][CH2:19]1.